From a dataset of Forward reaction prediction with 1.9M reactions from USPTO patents (1976-2016). Predict the product of the given reaction. (1) Given the reactants [Br:1][C:2]1[CH:3]=[CH:4][C:5]([OH:8])=[N:6][CH:7]=1.[N+]([O-])([O-])=O.[Ag+:13].N, predict the reaction product. The product is: [Ag:13].[Br:1][C:2]1[CH:3]=[CH:4][C:5]([OH:8])=[N:6][CH:7]=1. (2) Given the reactants [Cl:1][C:2]1[CH:3]=[C:4]2[C:12](=[CH:13][CH:14]=1)[NH:11][C:10]1[CH:9]([C:15]3[CH:20]=[CH:19][C:18]([CH3:21])=[CH:17][CH:16]=3)[NH:8][CH2:7][CH2:6][C:5]2=1.Cl[C:23]([O:25][CH2:26][C:27]1[CH:32]=[CH:31][CH:30]=[CH:29][CH:28]=1)=[O:24], predict the reaction product. The product is: [Cl:1][C:2]1[CH:3]=[C:4]2[C:12](=[CH:13][CH:14]=1)[NH:11][C:10]1[CH:9]([C:15]3[CH:20]=[CH:19][C:18]([CH3:21])=[CH:17][CH:16]=3)[N:8]([C:23]([O:25][CH2:26][C:27]3[CH:32]=[CH:31][CH:30]=[CH:29][CH:28]=3)=[O:24])[CH2:7][CH2:6][C:5]2=1. (3) Given the reactants [CH3:1][O:2][C:3](=[O:32])[CH2:4][CH2:5][CH2:6][O:7][C:8]1[C:9]([NH2:31])=[CH:10][C:11]2[N:15]=[C:14]([C:16]3[CH:21]=[CH:20][CH:19]=[CH:18][CH:17]=3)[N:13]([C:22]3[CH:27]=[CH:26][C:25]([O:28][CH3:29])=[CH:24][CH:23]=3)[C:12]=2[CH:30]=1.[Cl:33][C:34]1[CH:39]=[CH:38][C:37]([S:40](Cl)(=[O:42])=[O:41])=[CH:36][CH:35]=1, predict the reaction product. The product is: [CH3:1][O:2][C:3](=[O:32])[CH2:4][CH2:5][CH2:6][O:7][C:8]1[C:9]([NH:31][S:40]([C:37]2[CH:38]=[CH:39][C:34]([Cl:33])=[CH:35][CH:36]=2)(=[O:42])=[O:41])=[CH:10][C:11]2[N:15]=[C:14]([C:16]3[CH:17]=[CH:18][CH:19]=[CH:20][CH:21]=3)[N:13]([C:22]3[CH:23]=[CH:24][C:25]([O:28][CH3:29])=[CH:26][CH:27]=3)[C:12]=2[CH:30]=1. (4) Given the reactants [CH3:1][O:2][C:3]([C:5]1[S:6][C:7]([C:27]2[CH2:36][CH2:35][C:30]3([O:34][CH2:33][CH2:32][O:31]3)[CH2:29][CH:28]=2)=[CH:8][C:9]=1[N:10]([C@H:20]1[CH2:25][CH2:24][C@H:23]([OH:26])[CH2:22][CH2:21]1)[C:11]([C@H:13]1[CH2:18][CH2:17][C@H:16]([CH3:19])[CH2:15][CH2:14]1)=[O:12])=[O:4], predict the reaction product. The product is: [CH3:1][O:2][C:3]([C:5]1[S:6][C:7]([CH:27]2[CH2:36][CH2:35][C:30]3([O:34][CH2:33][CH2:32][O:31]3)[CH2:29][CH2:28]2)=[CH:8][C:9]=1[N:10]([C@H:20]1[CH2:21][CH2:22][C@H:23]([OH:26])[CH2:24][CH2:25]1)[C:11]([C@H:13]1[CH2:14][CH2:15][C@H:16]([CH3:19])[CH2:17][CH2:18]1)=[O:12])=[O:4]. (5) Given the reactants [CH3:1][N:2]1[CH:6]=[CH:5][C:4]([C:7]([OH:9])=O)=[CH:3]1.C1(C)C=CC(S(O)(=O)=O)=CC=1.[CH2:21]([O:28][C:29](=[O:33])[CH2:30][CH2:31][NH2:32])[C:22]1[CH:27]=[CH:26][CH:25]=[CH:24][CH:23]=1.P(C#N)(=O)(OCC)OCC.C(N(CC)CC)C, predict the reaction product. The product is: [CH3:1][N:2]1[CH:6]=[CH:5][C:4]([C:7]([NH:32][CH2:31][CH2:30][C:29]([O:28][CH2:21][C:22]2[CH:27]=[CH:26][CH:25]=[CH:24][CH:23]=2)=[O:33])=[O:9])=[CH:3]1.